This data is from Full USPTO retrosynthesis dataset with 1.9M reactions from patents (1976-2016). The task is: Predict the reactants needed to synthesize the given product. (1) Given the product [CH3:1][O:2][C:3]([C:5]1[CH:6]=[C:7]([NH:15][CH2:20][C:19]2[C:22]([CH3:26])=[CH:23][CH:24]=[CH:25][C:18]=2[CH2:16][CH3:17])[C:8]2[N:9]([C:11]([CH3:14])=[N:12][N:13]=2)[CH:10]=1)=[O:4], predict the reactants needed to synthesize it. The reactants are: [CH3:1][O:2][C:3]([C:5]1[CH:6]=[C:7]([NH2:15])[C:8]2[N:9]([C:11]([CH3:14])=[N:12][N:13]=2)[CH:10]=1)=[O:4].[CH2:16]([C:18]1[CH:25]=[CH:24][CH:23]=[C:22]([CH3:26])[C:19]=1[CH2:20]Cl)[CH3:17].[H-].[Na+]. (2) Given the product [F:28][C:2]([F:1])([F:29])[C:3]([NH:5][C:6]1[CH:11]=[C:10]([OH:12])[CH:9]=[CH:8][C:7]=1[S:14](=[O:27])(=[O:26])[NH:15][C:16]1[CH:17]=[CH:18][C:19]2[CH2:23][O:22][B:21]([OH:24])[C:20]=2[CH:25]=1)=[O:4], predict the reactants needed to synthesize it. The reactants are: [F:1][C:2]([F:29])([F:28])[C:3]([NH:5][C:6]1[CH:11]=[C:10]([O:12]C)[CH:9]=[CH:8][C:7]=1[S:14](=[O:27])(=[O:26])[NH:15][C:16]1[CH:17]=[CH:18][C:19]2[CH2:23][O:22][B:21]([OH:24])[C:20]=2[CH:25]=1)=[O:4].B(Br)(Br)Br.O. (3) Given the product [CH2:22]([O:24][C:2]1[N:7]=[C:6]([N:8]([CH2:11][C:12]2[S:16][C:15]([Cl:17])=[N:14][CH:13]=2)[CH2:9][CH3:10])[C:5]([N+:18]([O-:20])=[O:19])=[CH:4][CH:3]=1)[CH3:23], predict the reactants needed to synthesize it. The reactants are: Cl[C:2]1[N:7]=[C:6]([N:8]([CH2:11][C:12]2[S:16][C:15]([Cl:17])=[N:14][CH:13]=2)[CH2:9][CH3:10])[C:5]([N+:18]([O-:20])=[O:19])=[CH:4][CH:3]=1.[Na].[CH2:22]([OH:24])[CH3:23]. (4) Given the product [CH2:1]([O:8][C:9]1[CH:10]=[CH:11][C:12]([N:13]2[C:20](=[O:21])[CH2:19][CH:17]([C:16]([OH:24])=[O:23])[CH2:18]2)=[CH:14][CH:15]=1)[C:2]1[CH:3]=[CH:4][CH:5]=[CH:6][CH:7]=1, predict the reactants needed to synthesize it. The reactants are: [CH2:1]([O:8][C:9]1[CH:15]=[CH:14][C:12]([NH2:13])=[CH:11][CH:10]=1)[C:2]1[CH:7]=[CH:6][CH:5]=[CH:4][CH:3]=1.[C:16]([OH:24])(=[O:23])[C:17]([CH2:19][C:20](O)=[O:21])=[CH2:18]. (5) Given the product [CH3:2][O:3][C:4](=[O:14])[C@H:5]([NH:6][S:25]([CH3:24])(=[O:27])=[O:26])[CH2:7][C:8]1[CH:13]=[CH:12][CH:11]=[CH:10][CH:9]=1, predict the reactants needed to synthesize it. The reactants are: Cl.[CH3:2][O:3][C:4](=[O:14])[C@@H:5]([CH2:7][C:8]1[CH:13]=[CH:12][CH:11]=[CH:10][CH:9]=1)[NH2:6].C(N(C(C)C)C(C)C)C.[CH3:24][S:25](O[S:25]([CH3:24])(=[O:27])=[O:26])(=[O:27])=[O:26]. (6) Given the product [N:1]1[CH:2]=[CH:3][C:4](/[CH:7]=[CH:22]/[C:24]2[C:32]3[C:27](=[CH:28][C:29]([C:33]#[N:34])=[CH:30][CH:31]=3)[NH:26][N:25]=2)=[CH:5][CH:6]=1, predict the reactants needed to synthesize it. The reactants are: [N:1]1[CH:6]=[CH:5][C:4]([CH2:7]P(=O)(OCC)OCC)=[CH:3][CH:2]=1.C(O[K])(C)(C)C.[CH:22]([C:24]1[C:32]2[C:27](=[CH:28][C:29]([C:33]#[N:34])=[CH:30][CH:31]=2)[NH:26][N:25]=1)=O. (7) Given the product [Cl:1][C:2]1[CH:18]=[C:17]([F:19])[C:16]([N:20]2[C:25](=[O:26])[CH:24]=[C:23]([C:27]([F:30])([F:28])[F:29])[N:22]([CH3:36])[C:21]2=[O:31])=[CH:15][C:3]=1[C:4]([NH:6][S:7]([N:10]([CH3:14])[CH:11]([CH3:12])[CH3:13])(=[O:9])=[O:8])=[O:5], predict the reactants needed to synthesize it. The reactants are: [Cl:1][C:2]1[CH:18]=[C:17]([F:19])[C:16]([N:20]2[C:25](=[O:26])[CH:24]=[C:23]([C:27]([F:30])([F:29])[F:28])[NH:22][C:21]2=[O:31])=[CH:15][C:3]=1[C:4]([NH:6][S:7]([N:10]([CH3:14])[CH:11]([CH3:13])[CH3:12])(=[O:9])=[O:8])=[O:5].S(OC)(O[CH3:36])(=O)=O.O.[OH-].[Na+]. (8) Given the product [C:1]([NH:5][C:6]1[N:14]=[CH:13][CH:12]=[CH:11][C:7]=1[C:8]([NH:50][C:46]([CH3:47])([C:48]#[CH:49])[CH3:45])=[O:10])([CH3:2])([CH3:3])[CH3:4], predict the reactants needed to synthesize it. The reactants are: [C:1]([NH:5][C:6]1[N:14]=[CH:13][CH:12]=[CH:11][C:7]=1[C:8]([OH:10])=O)([CH3:4])([CH3:3])[CH3:2].CCN=C=NCCCN(C)C.C1C=CC2N(O)N=NC=2C=1.CCN(C(C)C)C(C)C.[CH3:45][C:46]([NH2:50])([C:48]#[CH:49])[CH3:47]. (9) Given the product [N:32]1([CH2:39][CH2:40][O:41][C:42]2[N:43]=[CH:44][C:45]([CH2:46][N:3]([CH2:1][CH3:2])[C:4]3[CH:9]=[C:8]([O:10][CH3:11])[C:7]([O:12][CH3:13])=[CH:6][C:5]=3[C@@H:14]3[CH2:23][CH2:22][C:21]4[CH:20]=[C:19]([OH:24])[CH:18]=[CH:17][C:16]=4[CH2:15]3)=[CH:49][CH:50]=2)[CH2:38][CH2:37][CH2:36][CH2:35][CH2:34][CH2:33]1, predict the reactants needed to synthesize it. The reactants are: [CH2:1]([NH:3][C:4]1[CH:9]=[C:8]([O:10][CH3:11])[C:7]([O:12][CH3:13])=[CH:6][C:5]=1[C@@H:14]1[CH2:23][CH2:22][C:21]2[CH:20]=[C:19]([O:24]C(=O)C(C)(C)C)[CH:18]=[CH:17][C:16]=2[CH2:15]1)[CH3:2].Cl.[N:32]1([CH2:39][CH2:40][O:41][C:42]2[CH:50]=[CH:49][C:45]([C:46](O)=O)=[CH:44][N:43]=2)[CH2:38][CH2:37][CH2:36][CH2:35][CH2:34][CH2:33]1. (10) Given the product [C:34]([O:38][C:39](=[O:45])[NH:40][CH2:41][CH2:42][CH2:43][N:17]1[CH2:16][CH2:15][CH:14]([NH:13][C:11](=[O:12])[C:10]2[CH:20]=[C:21]([O:23][C:24]3[CH:25]=[CH:26][C:27]([C:30]#[N:31])=[CH:28][CH:29]=3)[CH:22]=[C:8]([O:7][C:6]3[CH:5]=[CH:4][C:3]([C:1]#[N:2])=[CH:33][CH:32]=3)[CH:9]=2)[CH2:19][CH2:18]1)([CH3:37])([CH3:36])[CH3:35], predict the reactants needed to synthesize it. The reactants are: [C:1]([C:3]1[CH:33]=[CH:32][C:6]([O:7][C:8]2[CH:9]=[C:10]([CH:20]=[C:21]([O:23][C:24]3[CH:29]=[CH:28][C:27]([C:30]#[N:31])=[CH:26][CH:25]=3)[CH:22]=2)[C:11]([NH:13][CH:14]2[CH2:19][CH2:18][NH:17][CH2:16][CH2:15]2)=[O:12])=[CH:5][CH:4]=1)#[N:2].[C:34]([O:38][C:39](=[O:45])[NH:40][CH2:41][CH2:42][CH2:43]Br)([CH3:37])([CH3:36])[CH3:35].